Dataset: TCR-epitope binding with 47,182 pairs between 192 epitopes and 23,139 TCRs. Task: Binary Classification. Given a T-cell receptor sequence (or CDR3 region) and an epitope sequence, predict whether binding occurs between them. (1) The epitope is KLPDDFTGCV. The TCR CDR3 sequence is CASSESGAYNEQFF. Result: 1 (the TCR binds to the epitope). (2) The epitope is SLFNTVATLY. The TCR CDR3 sequence is CASSQDTGGSSYEQYF. Result: 0 (the TCR does not bind to the epitope).